This data is from Forward reaction prediction with 1.9M reactions from USPTO patents (1976-2016). The task is: Predict the product of the given reaction. (1) Given the reactants C([C@@H:4]1[CH2:9][CH2:8][CH2:7][C@H:6]([NH:10][C:11](=[O:20])[O:12][CH2:13][C:14]2[CH:19]=[CH:18][CH:17]=[CH:16][CH:15]=2)[CH2:5]1)(=O)N.FC(F)(F)C(OC1C(OC(=O)C(F)(F)F)=C(I)C=CC=1)=O.C(#[N:44])C, predict the reaction product. The product is: [NH2:44][C@@H:4]1[CH2:9][CH2:8][CH2:7][C@H:6]([NH:10][C:11](=[O:20])[O:12][CH2:13][C:14]2[CH:19]=[CH:18][CH:17]=[CH:16][CH:15]=2)[CH2:5]1. (2) Given the reactants [F:1][C:2]1[CH:7]=[CH:6][CH:5]=[CH:4][C:3]=1[C:8]1[N:9]=[N:10][N:11]2[C:20]3[C:15](=[CH:16][CH:17]=[CH:18][CH:19]=3)[C:14](OS(C3C=CC(C)=CC=3)(=O)=O)=[N:13][C:12]=12.O.[NH:33]1[CH2:38][CH2:37][C:36](=[O:39])[CH2:35][CH2:34]1.C(N(CC)CC)C, predict the reaction product. The product is: [F:1][C:2]1[CH:7]=[CH:6][CH:5]=[CH:4][C:3]=1[C:8]1[N:9]=[N:10][N:11]2[C:20]3[C:15](=[CH:16][CH:17]=[CH:18][CH:19]=3)[C:14]([N:33]3[CH2:38][CH2:37][C:36](=[O:39])[CH2:35][CH2:34]3)=[N:13][C:12]=12.